This data is from Full USPTO retrosynthesis dataset with 1.9M reactions from patents (1976-2016). The task is: Predict the reactants needed to synthesize the given product. (1) Given the product [C:1]([C:3]1[C:4]([CH3:15])=[CH:5][C:6]([C:10]([O:12][CH2:13][CH3:14])=[O:11])=[N:7][C:8]=1[O:9][CH3:21])#[N:2], predict the reactants needed to synthesize it. The reactants are: [C:1]([C:3]1[C:8](=[O:9])[NH:7][C:6]([C:10]([O:12][CH2:13][CH3:14])=[O:11])=[CH:5][C:4]=1[CH3:15])#[N:2].F[B-](F)(F)F.[CH3:21][O+](C)C.[OH-].[Na+]. (2) Given the product [Cl:26][C:21]1[CH:22]=[CH:23][CH:24]=[CH:25][C:20]=1[N:19]1[C:15]([C:12]2[CH:11]=[CH:10][C:9]([OH:8])=[CH:14][CH:13]=2)=[C:16]([CH3:35])[C:17]([C:27]([O:29][CH2:30][C:31]([Cl:34])([Cl:32])[Cl:33])=[O:28])=[N:18]1, predict the reactants needed to synthesize it. The reactants are: C([O:8][C:9]1[CH:14]=[CH:13][C:12]([C:15]2[N:19]([C:20]3[CH:25]=[CH:24][CH:23]=[CH:22][C:21]=3[Cl:26])[N:18]=[C:17]([C:27]([O:29][CH2:30][C:31]([Cl:34])([Cl:33])[Cl:32])=[O:28])[C:16]=2[CH3:35])=[CH:11][CH:10]=1)C1C=CC=CC=1.C(O)C. (3) Given the product [CH2:1]([O:8][CH2:9][CH2:10][C:11]1([NH2:12])[CH2:16][CH2:15]1)[C:2]1[CH:7]=[CH:6][CH:5]=[CH:4][CH:3]=1, predict the reactants needed to synthesize it. The reactants are: [CH2:1]([O:8][CH2:9][CH2:10][C:11]#[N:12])[C:2]1[CH:7]=[CH:6][CH:5]=[CH:4][CH:3]=1.CO[CH:15]1CCC[CH2:16]1.C([Mg]Br)C.[OH-].[Na+]. (4) The reactants are: Cl[C:2]1[C:7]([N+:8]([O-:10])=[O:9])=[C:6]([NH2:11])[CH:5]=[C:4]([Cl:12])[N:3]=1.[O:13]([CH3:15])[Na]. Given the product [Cl:12][C:4]1[N:3]=[C:2]([O:13][CH3:15])[C:7]([N+:8]([O-:10])=[O:9])=[C:6]([NH2:11])[CH:5]=1, predict the reactants needed to synthesize it. (5) Given the product [F:10][C:11]1[CH:16]=[CH:15][CH:14]=[C:13]([O:17][CH2:7][CH:2]2[CH2:3][O:9]2)[C:12]=1[NH:18][C:19](=[O:21])[CH3:20], predict the reactants needed to synthesize it. The reactants are: N[C:2]1[C:7](F)=CC=C[C:3]=1[OH:9].[F:10][C:11]1[CH:16]=[CH:15][CH:14]=[C:13]([OH:17])[C:12]=1[NH:18][C:19](=[O:21])[CH3:20].C(=O)([O-])[O-].[K+].[K+].CN(C=O)C. (6) Given the product [CH2:1]([N:7]1[CH2:8][CH:9]2[CH:11]([C:10]2([C:14]2[CH:19]=[CH:18][C:17]([N+:30]([O-:31])=[O:29])=[C:16]([NH:20][C:21](=[O:23])[CH3:22])[CH:15]=2)[CH3:13])[CH2:12]1)[CH2:2][CH2:3][CH2:4][CH2:5][CH3:6], predict the reactants needed to synthesize it. The reactants are: [CH2:1]([N:7]1[CH2:12][CH:11]2[CH:9]([C:10]2([C:14]2[CH:15]=[C:16]([NH:20][C:21](=[O:23])[CH3:22])[CH:17]=[CH:18][CH:19]=2)[CH3:13])[CH2:8]1)[CH2:2][CH2:3][CH2:4][CH2:5][CH3:6].F[B-](F)(F)F.[O:29]=[N+:30]=[O:31].C(=O)([O-])O.[Na+]. (7) The reactants are: [N+:1]([C:4]1[CH:5]=[C:6]2[C:10]3=[C:11]([CH2:13][CH2:14][N:9]3[C:8]3[CH2:15][CH2:16][CH2:17][CH2:18][CH2:19][C:7]2=3)[CH:12]=1)([O-])=O. Given the product [CH:5]1[C:4]([NH2:1])=[CH:12][C:11]2[CH2:13][CH2:14][N:9]3[C:10]=2[C:6]=1[C:7]1[CH2:19][CH2:18][CH2:17][CH2:16][CH2:15][C:8]=13, predict the reactants needed to synthesize it. (8) Given the product [O:25]=[S:18]1(=[O:26])[CH2:23][CH2:22][C:21](=[CH:9][C:7]#[N:8])[CH2:20][CH2:19]1, predict the reactants needed to synthesize it. The reactants are: CC(C)([O-])C.[K+].[C:7]([CH2:9]P(=O)(OCC)OCC)#[N:8].[S:18]1(=[O:26])(=[O:25])[CH2:23][CH2:22][C:21](=O)[CH2:20][CH2:19]1.